This data is from Forward reaction prediction with 1.9M reactions from USPTO patents (1976-2016). The task is: Predict the product of the given reaction. (1) Given the reactants [Cl:1][C:2]1[CH:3]=[N:4][C:5]([C:8]([C@H:11]2[CH2:16][CH2:15][C@H:14]([C:17]([O:19][CH3:20])=[O:18])[CH2:13][CH2:12]2)(O)[CH3:9])=[N:6][CH:7]=1.C(N(CC)CC)C.CS(Cl)(=O)=O, predict the reaction product. The product is: [Cl:1][C:2]1[CH:7]=[N:6][C:5]([C:8]([C@H:11]2[CH2:16][CH2:15][C@H:14]([C:17]([O:19][CH3:20])=[O:18])[CH2:13][CH2:12]2)=[CH2:9])=[N:4][CH:3]=1. (2) Given the reactants [CH3:1][O:2][C:3]1[C:4]([O:14][CH2:15][CH:16]2[CH2:21][CH2:20][CH2:19][CH2:18][O:17]2)=[C:5]2[C:10](=[CH:11][CH:12]=1)[C:9](=O)[NH:8][N:7]=[CH:6]2.P(Cl)(Cl)([Cl:24])=O, predict the reaction product. The product is: [Cl:24][C:9]1[C:10]2[C:5](=[C:4]([O:14][CH2:15][CH:16]3[CH2:21][CH2:20][CH2:19][CH2:18][O:17]3)[C:3]([O:2][CH3:1])=[CH:12][CH:11]=2)[CH:6]=[N:7][N:8]=1. (3) The product is: [OH:8][C@@H:9]1[C@H:25]2[C@@H:16]([CH2:17][CH2:18][C:19]3[C@:24]2([CH3:26])[CH2:23][CH2:22][C:21](=[O:27])[CH:20]=3)[C@H:15]2[C@@:11]([CH3:33])([C@@:12]([OH:32])([C:28]([OH:2])=[O:31])[CH2:13][CH2:14]2)[CH2:10]1. Given the reactants I(O)(O)(O)(O)(O)=[O:2].[OH:8][C@@H:9]1[C@H:25]2[C@@H:16]([CH2:17][CH2:18][C:19]3[C@:24]2([CH3:26])[CH2:23][CH2:22][C:21](=[O:27])[CH:20]=3)[C@H:15]2[C@@:11]([CH3:33])([C@@:12]([OH:32])([C:28](=[O:31])CO)[CH2:13][CH2:14]2)[CH2:10]1, predict the reaction product. (4) The product is: [F:3][C:4]1[CH:29]=[CH:28][C:7]([C:8]([NH:10][CH:11]([C:12](=[O:13])[NH:2][CH3:1])[CH:17]([C:22]2[CH:27]=[CH:26][CH:25]=[CH:24][CH:23]=2)[CH2:18][N+:19]([O-:21])=[O:20])=[O:9])=[C:6]([C:30]([F:31])([F:33])[F:32])[CH:5]=1. Given the reactants [CH3:1][NH2:2].[F:3][C:4]1[CH:29]=[CH:28][C:7]([C:8]([NH:10][CH:11]([CH:17]([C:22]2[CH:27]=[CH:26][CH:25]=[CH:24][CH:23]=2)[CH2:18][N+:19]([O-:21])=[O:20])[C:12](OCC)=[O:13])=[O:9])=[C:6]([C:30]([F:33])([F:32])[F:31])[CH:5]=1, predict the reaction product. (5) Given the reactants [F:1][C:2]1[CH:3]=[C:4]([N:14]2[CH2:18][C@H:17]([CH2:19][NH:20][S:21]([CH3:24])(=[O:23])=[O:22])[O:16][C:15]2=[O:25])[CH:5]=[CH:6][C:7]=1[N:8]1[CH2:13][CH2:12][NH:11][CH2:10][CH2:9]1.Cl[C:27]1[N:36]=[C:35]2[C:30]([C:31](=[O:43])[C:32]([C:40]([OH:42])=[O:41])=[CH:33][N:34]2[CH:37]2[CH2:39][CH2:38]2)=[CH:29][C:28]=1[F:44], predict the reaction product. The product is: [CH:37]1([N:34]2[C:35]3[C:30](=[CH:29][C:28]([F:44])=[C:27]([N:11]4[CH2:12][CH2:13][N:8]([C:7]5[CH:6]=[CH:5][C:4]([N:14]6[CH2:18][C@H:17]([CH2:19][NH:20][S:21]([CH3:24])(=[O:22])=[O:23])[O:16][C:15]6=[O:25])=[CH:3][C:2]=5[F:1])[CH2:9][CH2:10]4)[N:36]=3)[C:31](=[O:43])[C:32]([C:40]([OH:42])=[O:41])=[CH:33]2)[CH2:38][CH2:39]1. (6) The product is: [C:22]1([NH:28][C:29]2[N:34]=[C:33]([NH2:35])[N:32]=[C:31]([C:36]3[N:37]=[C:7]([C:2]4[CH:3]=[CH:4][CH:5]=[CH:6][N:1]=4)[O:9][N:40]=3)[N:30]=2)[CH:23]=[CH:24][CH:25]=[CH:26][CH:27]=1. Given the reactants [N:1]1[CH:6]=[CH:5][CH:4]=[CH:3][C:2]=1[C:7]([OH:9])=O.C(C1NC=CN=1)(C1NC=CN=1)=O.[C:22]1([NH:28][C:29]2[N:34]=[C:33]([NH2:35])[N:32]=[C:31]([C:36]3[N:40]=C(C4SC=CN=4)O[N:37]=3)[N:30]=2)[CH:27]=[CH:26][CH:25]=[CH:24][CH:23]=1, predict the reaction product. (7) Given the reactants [Br:1][C:2]1[CH:3]=[C:4]([CH:16]=[CH:17][C:18]=1[Cl:19])[C:5]([NH:7][C:8]1[C:13]([CH3:14])=[CH:12][CH:11]=[CH:10][C:9]=1[OH:15])=[O:6].Br[CH2:21][CH2:22][CH2:23][C:24]([O:26][C:27]([CH3:30])([CH3:29])[CH3:28])=[O:25].C([O-])([O-])=O.[K+].[K+], predict the reaction product. The product is: [C:27]([O:26][C:24](=[O:25])[CH2:23][CH2:22][CH2:21][O:15][C:9]1[CH:10]=[CH:11][CH:12]=[C:13]([CH3:14])[C:8]=1[NH:7][C:5](=[O:6])[C:4]1[CH:16]=[CH:17][C:18]([Cl:19])=[C:2]([Br:1])[CH:3]=1)([CH3:30])([CH3:29])[CH3:28]. (8) Given the reactants [F:1][C:2]([F:11])([F:10])[C:3]1([C:7](O)=O)[CH2:6][CH2:5][CH2:4]1.[C:12](O)(=O)C.[NH2:16][C:17](=[NH:39])[C:18]1[CH:19]=[CH:20][C:21]([C:24]2[CH:38]=[CH:37][C:27]([O:28][CH2:29][C:30]([CH3:36])([CH3:35])[C:31]([O:33][CH3:34])=[O:32])=[CH:26][CH:25]=2)=[N:22][CH:23]=1, predict the reaction product. The product is: [CH3:36][C:30]([CH3:35])([CH2:29][O:28][C:27]1[CH:26]=[CH:25][C:24]([C:21]2[CH:20]=[CH:19][C:18]([C:17]3[NH:16][C:7]([C:3]4([C:2]([F:11])([F:10])[F:1])[CH2:6][CH2:5][CH2:4]4)=[CH:12][N:39]=3)=[CH:23][N:22]=2)=[CH:38][CH:37]=1)[C:31]([O:33][CH3:34])=[O:32]. (9) Given the reactants [CH3:1][O-:2].[Na+].CO.[Br:6][C:7]1[C:8](Cl)=[N:9][CH:10]=[C:11]([N+:13]([O-:15])=[O:14])[CH:12]=1, predict the reaction product. The product is: [Br:6][C:7]1[C:8]([O:2][CH3:1])=[N:9][CH:10]=[C:11]([N+:13]([O-:15])=[O:14])[CH:12]=1. (10) Given the reactants C(=O)([O-])[O-].[K+].[K+].Cl[C:8]1[N:13]=[CH:12][C:11]([C:14]#[N:15])=[CH:10][CH:9]=1.[Cl:16][C:17]1[N:18]=[CH:19][NH:20][C:21]=1[Cl:22], predict the reaction product. The product is: [Cl:16][C:17]1[N:18]=[CH:19][N:20]([C:8]2[N:13]=[CH:12][C:11]([C:14]#[N:15])=[CH:10][CH:9]=2)[C:21]=1[Cl:22].